Dataset: Forward reaction prediction with 1.9M reactions from USPTO patents (1976-2016). Task: Predict the product of the given reaction. Given the reactants [F:1][C:2]1[C:10]([F:11])=[C:9]([F:12])[C:8]([F:13])=[C:7]2[C:3]=1[C:4]([C:14]([NH:16][C@H:17]1[CH2:22][CH2:21][CH2:20][CH2:19][C@@H:18]1[OH:23])=[O:15])=[CH:5][NH:6]2.Cl[CH2:25][C:26]1[CH:31]=[CH:30][C:29]([C:32]2[CH:33]=[N:34][N:35]([CH3:37])[CH:36]=2)=[CH:28][C:27]=1[F:38].C(=O)([O-])[O-].[Cs+].[Cs+], predict the reaction product. The product is: [F:1][C:2]1[C:10]([F:11])=[C:9]([F:12])[C:8]([F:13])=[C:7]2[C:3]=1[C:4]([C:14]([NH:16][C@H:17]1[CH2:22][CH2:21][CH2:20][CH2:19][C@@H:18]1[OH:23])=[O:15])=[CH:5][N:6]2[CH2:25][C:26]1[CH:31]=[CH:30][C:29]([C:32]2[CH:33]=[N:34][N:35]([CH3:37])[CH:36]=2)=[CH:28][C:27]=1[F:38].